Dataset: Forward reaction prediction with 1.9M reactions from USPTO patents (1976-2016). Task: Predict the product of the given reaction. Given the reactants Cl.[CH3:2][N:3]([CH3:7])[CH2:4][CH2:5]Cl.[F:8][C:9]1[CH:28]=[CH:27][C:12]2[S:13][C:14]3[CH:26]=[CH:25][CH:24]=[CH:23][C:15]=3[C:16]3[S:17][C:18]([CH2:21][OH:22])=[N:19][C:20]=3[C:11]=2[CH:10]=1, predict the reaction product. The product is: [F:8][C:9]1[CH:28]=[CH:27][C:12]2[S:13][C:14]3[CH:26]=[CH:25][CH:24]=[CH:23][C:15]=3[C:16]3[S:17][C:18]([CH2:21][O:22][CH2:5][CH2:4][N:3]([CH3:7])[CH3:2])=[N:19][C:20]=3[C:11]=2[CH:10]=1.